Dataset: Full USPTO retrosynthesis dataset with 1.9M reactions from patents (1976-2016). Task: Predict the reactants needed to synthesize the given product. (1) Given the product [NH2:60][C@H:61]([C:66]([OH:68])=[O:67])[CH2:62][C:63](=[O:64])[OH:65], predict the reactants needed to synthesize it. The reactants are: O=C[C@@H]([C@H]([C@@H]([C@@H](CO)O)O)O)O.CC1(C)S[C@@H]2[C@H](NC([C@H](N)C3C=CC=CC=3)=O)C(=O)N2[C@H]1C(O)=O.CC(S[C@@H]1O[C@H](CO)[C@H](O)[C@H](O)[C@H]1O)C.SCCO.[N-]=[N+]=[N-].[Na+].[NH2:60][C@H:61]([C:66]([O-:68])=[O:67])[CH2:62][C:63]([O-:65])=[O:64]. (2) Given the product [F:1][C:2]1[CH:3]=[CH:4][C:5]([CH2:6][N:7]2[C:11](=[O:12])[N:10]([C:13]3[S:14][C:15]([C:19]([NH:31][CH2:30][C:28]4[N:27]=[CH:26][N:25]([CH3:24])[CH:29]=4)=[O:20])=[C:16]([CH3:18])[N:17]=3)[CH:9]=[N:8]2)=[CH:22][CH:23]=1, predict the reactants needed to synthesize it. The reactants are: [F:1][C:2]1[CH:23]=[CH:22][C:5]([CH2:6][N:7]2[C:11](=[O:12])[N:10]([C:13]3[S:14][C:15]([C:19](O)=[O:20])=[C:16]([CH3:18])[N:17]=3)[CH:9]=[N:8]2)=[CH:4][CH:3]=1.[CH3:24][N:25]1[CH:29]=[C:28]([CH2:30][NH2:31])[N:27]=[CH:26]1. (3) The reactants are: [Cl:1][C:2]1[CH:3]=[C:4]([CH:17]=[CH:18][C:19]=1[Cl:20])[CH2:5][NH:6][C:7]1[CH:8]=[CH:9][C:10]2[N:11]([C:13]([NH2:16])=[CH:14][N:15]=2)[N:12]=1.[CH3:21][O:22][C:23]1[CH:31]=[CH:30][C:26]([C:27](Cl)=[O:28])=[CH:25][CH:24]=1. Given the product [Cl:1][C:2]1[CH:3]=[C:4]([CH:17]=[CH:18][C:19]=1[Cl:20])[CH2:5][NH:6][C:7]1[CH:8]=[CH:9][C:10]2[N:11]([C:13]([NH:16][C:27](=[O:28])[C:26]3[CH:30]=[CH:31][C:23]([O:22][CH3:21])=[CH:24][CH:25]=3)=[CH:14][N:15]=2)[N:12]=1, predict the reactants needed to synthesize it. (4) Given the product [Br:1][C:2]1[CH:12]=[CH:11][C:5]2[O:6][C:7]3[C:8](=[O:9])[NH:10][C:16]([CH2:17][N:25]4[CH2:26][CH2:27][CH:22]([OH:21])[CH2:23][CH2:24]4)=[N:14][C:13]=3[C:4]=2[CH:3]=1, predict the reactants needed to synthesize it. The reactants are: [Br:1][C:2]1[CH:12]=[CH:11][C:5]([O:6][CH2:7][C:8]([NH2:10])=[O:9])=[C:4]([C:13]#[N:14])[CH:3]=1.N1CCC[CH2:17][CH2:16]1.[OH:21][CH:22]1[CH2:27][CH2:26][NH:25][CH2:24][CH2:23]1. (5) Given the product [Br:1][C:2]1[CH:10]=[CH:9][C:8]2[N:7]3[CH:11]([CH3:15])[CH2:12][CH2:13][N:14]=[C:6]3[C:5]3([O:21][CH2:20][CH2:19][CH2:18][O:17]3)[C:4]=2[CH:3]=1, predict the reactants needed to synthesize it. The reactants are: [Br:1][C:2]1[CH:3]=[C:4]2[C:8](=[CH:9][CH:10]=1)[N:7]([CH:11]([CH3:15])[CH2:12][C:13]#[N:14])[C:6](=O)[C:5]12[O:21][CH2:20][CH2:19][CH2:18][O:17]1.N. (6) Given the product [CH3:35][C:36]1([CH3:56])[O:40][C@@H:39]([CH2:41][O:42][C:43]2[C:52]([CH3:53])=[CH:51][C:46]([C:47]3[N:49]=[C:10]([C:5]4[S:6][C:7]([CH:8]=[O:9])=[C:3]([CH2:1][CH3:2])[CH:4]=4)[O:12][N:48]=3)=[CH:45][C:44]=2[CH2:54][CH3:55])[CH2:38][O:37]1, predict the reactants needed to synthesize it. The reactants are: [CH2:1]([C:3]1[CH:4]=[C:5]([C:10]([OH:12])=O)[S:6][C:7]=1[CH:8]=[O:9])[CH3:2].C1C=CC2N(O)N=NC=2C=1.CCN=C=NCCCN(C)C.Cl.[CH3:35][C:36]1([CH3:56])[O:40][C@@H:39]([CH2:41][O:42][C:43]2[C:52]([CH3:53])=[CH:51][C:46]([C:47]([NH:49]O)=[NH:48])=[CH:45][C:44]=2[CH2:54][CH3:55])[CH2:38][O:37]1. (7) Given the product [CH3:1][O:2][C:3]([C@H:4]1[CH2:6][C:7]2[C:12](=[CH:11][CH:10]=[CH:9][CH:8]=2)[C:14](=[O:15])[NH:5]1)=[O:13], predict the reactants needed to synthesize it. The reactants are: [CH3:1][O:2][C:3](=[O:13])[C@@H:4]([CH2:6][C:7]1[CH:12]=[CH:11][CH:10]=[CH:9][CH:8]=1)[NH2:5].[C:14]([O-])(O)=[O:15].[Na+].ClC(Cl)(OC(=O)OC(Cl)(Cl)Cl)Cl.[Al+3].[Cl-].[Cl-].[Cl-]. (8) The reactants are: Cl[C:2]1[C:7]([O:8][C:9]2[CH:14]=[C:13]([O:15][CH3:16])[CH:12]=[CH:11][C:10]=2[Cl:17])=[C:6]([Cl:18])[N:5]=[CH:4][N:3]=1.[K].[CH2:20]([NH:27][S:28](=[O:31])(=[O:30])[NH2:29])[C:21]1[CH:26]=[CH:25][CH:24]=[CH:23][CH:22]=1. Given the product [Cl:18][C:6]1[N:5]=[CH:4][N:3]=[C:2]([NH:29][S:28](=[O:30])(=[O:31])[NH:27][CH2:20][C:21]2[CH:26]=[CH:25][CH:24]=[CH:23][CH:22]=2)[C:7]=1[O:8][C:9]1[CH:14]=[C:13]([O:15][CH3:16])[CH:12]=[CH:11][C:10]=1[Cl:17], predict the reactants needed to synthesize it. (9) Given the product [F:1][C:2]1[CH:7]=[CH:6][CH:5]=[C:4]([F:8])[C:3]=1[N:9]1[C:13]2=[N:14][CH:15]=[CH:16][C:17]([B:22]([OH:23])[OH:21])=[C:12]2[CH:11]=[N:10]1, predict the reactants needed to synthesize it. The reactants are: [F:1][C:2]1[CH:7]=[CH:6][CH:5]=[C:4]([F:8])[C:3]=1[N:9]1[C:13]2=[N:14][CH:15]=[CH:16][C:17](I)=[C:12]2[CH:11]=[N:10]1.CC1(C)C(C)(C)[O:23][B:22](B2OC(C)(C)C(C)(C)O2)[O:21]1.C([O-])(=O)C.[K+].C(Cl)Cl. (10) Given the product [CH3:16][O:19][C:24](=[O:25])[C:4]1[C:3](=[C:2]([Br:1])[CH:10]=[CH:9][CH:8]=1)[C:11]([O:13][CH3:15])=[O:12], predict the reactants needed to synthesize it. The reactants are: [Br:1][C:2]1[CH:10]=[CH:9][CH:8]=[C:4](C(O)=O)[C:3]=1[C:11]([OH:13])=[O:12].I[CH3:15].[C:16](=[O:19])(O)[O-].[Na+].CN([CH:24]=[O:25])C.